This data is from Retrosynthesis with 50K atom-mapped reactions and 10 reaction types from USPTO. The task is: Predict the reactants needed to synthesize the given product. (1) The reactants are: COCOc1cc(Br)c(Cl)cc1OC.CSc1nc(Cl)c2c(C#N)cn(COCC[Si](C)(C)C)c2n1. Given the product COCOc1cc(-c2nc(SC)nc3c2c(C#N)cn3COCC[Si](C)(C)C)c(Cl)cc1OC, predict the reactants needed to synthesize it. (2) The reactants are: CC(C)(C)OC(=O)NC1CC(OCc2ccccc2)C1. Given the product CC(C)(C)OC(=O)NC1CC(O)C1, predict the reactants needed to synthesize it. (3) Given the product O=C(Nc1cccnc1)N1CCN(c2nc(-c3ccccn3)ns2)CC1, predict the reactants needed to synthesize it. The reactants are: O=C(Nc1cccnc1)OCC(Cl)(Cl)Cl.c1ccc(-c2nsc(N3CCNCC3)n2)nc1. (4) Given the product CC(c1cc(-c2cnc(Oc3ccc(OCC4CC4)cc3Cl)s2)no1)N1C(=O)c2ccccc2C1=O, predict the reactants needed to synthesize it. The reactants are: CC(c1cc(-c2cnc(Oc3ccc(O)cc3Cl)s2)no1)N1C(=O)c2ccccc2C1=O.OCC1CC1. (5) Given the product NC(=O)c1[nH]c2ccccc2c1-c1ccc(NS(=O)(=O)c2cc(C(F)(F)F)ccc2F)cc1, predict the reactants needed to synthesize it. The reactants are: NC(=O)c1[nH]c2ccccc2c1-c1ccc(N)cc1.O=S(=O)(Cl)c1cc(C(F)(F)F)ccc1F. (6) Given the product O=CC1CCN(c2ccc(C(=O)N[C@@H](CC(=O)OCc3ccccc3)C(=O)OCc3ccccc3)cc2)CC1, predict the reactants needed to synthesize it. The reactants are: COC(OC)C1CCN(c2ccc(C(=O)N[C@@H](CC(=O)OCc3ccccc3)C(=O)OCc3ccccc3)cc2)CC1.